From a dataset of Drug-target binding data from BindingDB using Ki measurements. Regression. Given a target protein amino acid sequence and a drug SMILES string, predict the binding affinity score between them. We predict pKi (pKi = -log10(Ki in M); higher means stronger inhibition). Dataset: bindingdb_ki. (1) The pKi is 6.0. The drug is CCCn1c(=O)c2[nH]c(-c3cc(OCC(=O)Nc4ccc5c(c4)OCO5)nn3C)nc2n(CCC)c1=O. The target protein (P29274) has sequence MPIMGSSVYITVELAIAVLAILGNVLVCWAVWLNSNLQNVTNYFVVSLAAADIAVGVLAIPFAITISTGFCAACHGCLFIACFVLVLTQSSIFSLLAIAIDRYIAIRIPLRYNGLVTGTRAKGIIAICWVLSFAIGLTPMLGWNNCGQPKEGKNHSQGCGEGQVACLFEDVVPMNYMVYFNFFACVLVPLLLMLGVYLRIFLAARRQLKQMESQPLPGERARSTLQKEVHAAKSLAIIVGLFALCWLPLHIINCFTFFCPDCSHAPLWLMYLAIVLSHTNSVVNPFIYAYRIREFRQTFRKIIRSHVLRQQEPFKAAGTSARVLAAHGSDGEQVSLRLNGHPPGVWANGSAPHPERRPNGYALGLVSGGSAQESQGNTGLPDVELLSHELKGVCPEPPGLDDPLAQDGAGVS. (2) The drug is CN1C[C@@H]2C[C@H]1CN2c1ccc(-c2ccc3occc3c2)cn1. The target protein (Q12809) has sequence MPVRRGHVAPQNTFLDTIIRKFEGQSRKFIIANARVENCAVIYCNDGFCELCGYSRAEVMQRPCTCDFLHGPRTQRRAAAQIAQALLGAEERKVEIAFYRKDGSCFLCLVDVVPVKNEDGAVIMFILNFEVVMEKDMVGSPAHDTNHRGPPTSWLAPGRAKTFRLKLPALLALTARESSVRSGGAGGAGAPGAVVVDVDLTPAAPSSESLALDEVTAMDNHVAGLGPAEERRALVGPGSPPRSAPGQLPSPRAHSLNPDASGSSCSLARTRSRESCASVRRASSADDIEAMRAGVLPPPPRHASTGAMHPLRSGLLNSTSDSDLVRYRTISKIPQITLNFVDLKGDPFLASPTSDREIIAPKIKERTHNVTEKVTQVLSLGADVLPEYKLQAPRIHRWTILHYSPFKAVWDWLILLLVIYTAVFTPYSAAFLLKETEEGPPATECGYACQPLAVVDLIVDIMFIVDILINFRTTYVNANEEVVSHPGRIAVHYFKGWFLI.... The pKi is 8.6.